From a dataset of Peptide-MHC class II binding affinity with 134,281 pairs from IEDB. Regression. Given a peptide amino acid sequence and an MHC pseudo amino acid sequence, predict their binding affinity value. This is MHC class II binding data. (1) The peptide sequence is LEVLNFDFQANAQLS. The MHC is DRB3_0202 with pseudo-sequence DRB3_0202. The binding affinity (normalized) is 0.376. (2) The peptide sequence is CGYLMFLGGVKPTHI. The MHC is HLA-DQA10303-DQB10402 with pseudo-sequence HLA-DQA10303-DQB10402. The binding affinity (normalized) is 0.318. (3) The binding affinity (normalized) is 0. The peptide sequence is FDIRSEEFEDYMEDP. The MHC is DRB1_0101 with pseudo-sequence DRB1_0101.